This data is from Catalyst prediction with 721,799 reactions and 888 catalyst types from USPTO. The task is: Predict which catalyst facilitates the given reaction. (1) Reactant: [C:1]([O:5][C:6](=[O:33])[NH:7][C@H:8]([CH2:24][C:25]1[CH:30]=[C:29]([F:31])[CH:28]=[CH:27][C:26]=1[F:32])[CH2:9][C:10]([NH:12][NH:13][C:14]1[C:23]2[C:18](=[CH:19][CH:20]=[CH:21][CH:22]=2)[CH:17]=[CH:16][N:15]=1)=O)([CH3:4])([CH3:3])[CH3:2]. Product: [C:1]([O:5][C:6](=[O:33])[NH:7][C@H:8]([CH2:24][C:25]1[CH:30]=[C:29]([F:31])[CH:28]=[CH:27][C:26]=1[F:32])[CH2:9][C:10]1[N:15]2[CH:16]=[CH:17][C:18]3[C:23]([C:14]2=[N:13][N:12]=1)=[CH:22][CH:21]=[CH:20][CH:19]=3)([CH3:4])([CH3:3])[CH3:2]. The catalyst class is: 141. (2) Reactant: [Br:1][C:2]1[CH:6]=[N:5][N:4]([CH3:7])[C:3]=1[C:8]1[CH:9]=[C:10]([NH2:16])[CH:11]=[CH:12][C:13]=1[O:14][CH3:15].[CH:17]1[CH:22]=[C:21]([N:23]=[C:24]=[O:25])[CH:20]=[C:19]([C:26]([F:29])([F:28])[F:27])[CH:18]=1. Product: [Br:1][C:2]1[CH:6]=[N:5][N:4]([CH3:7])[C:3]=1[C:8]1[CH:9]=[C:10]([NH:16][C:24]([NH:23][C:21]2[CH:22]=[CH:17][CH:18]=[C:19]([C:26]([F:27])([F:28])[F:29])[CH:20]=2)=[O:25])[CH:11]=[CH:12][C:13]=1[O:14][CH3:15]. The catalyst class is: 2. (3) Reactant: [CH3:1][C:2]([NH:11][CH:12]=[O:13])([CH3:10])[CH2:3][C:4]1[CH:9]=[CH:8][CH:7]=[CH:6][CH:5]=1.[Cl-].[Al+3].[Cl-].[Cl-].[Br:18]Br. Product: [Br:18][C:7]1[CH:6]=[CH:5][C:4]([CH2:3][C:2]([NH:11][CH:12]=[O:13])([CH3:1])[CH3:10])=[CH:9][CH:8]=1. The catalyst class is: 2. (4) Reactant: [NH2:1][C@H:2]1[CH2:7][CH2:6][CH2:5][CH2:4][C@H:3]1[OH:8].C(N(CC)CC)C.[F:16][C:17]1[CH:18]=[N:19][C:20]([O:26][C:27]2[CH:32]=[CH:31][CH:30]=[C:29]([S:33][CH3:34])[CH:28]=2)=[C:21]([CH:25]=1)[C:22](O)=[O:23].Cl.CN(C)CCCN=C=NCC.ON1C2C=CC=CC=2N=N1. Product: [F:16][C:17]1[CH:18]=[N:19][C:20]([O:26][C:27]2[CH:32]=[CH:31][CH:30]=[C:29]([S:33][CH3:34])[CH:28]=2)=[C:21]([CH:25]=1)[C:22]([NH:1][C@@H:2]1[CH2:7][CH2:6][CH2:5][CH2:4][C@@H:3]1[OH:8])=[O:23]. The catalyst class is: 9. (5) Reactant: CC(C)([O-])C.[K+].[C:7]([CH2:9][C:10]([O:12][CH2:13][CH3:14])=[O:11])#[N:8].Cl[C:16]1[CH:21]=[C:20]([O:22][CH3:23])[C:19]([O:24][CH3:25])=[CH:18][C:17]=1[N+:26]([O-:28])=[O:27].O. Product: [C:7]([CH:9]([C:16]1[CH:21]=[C:20]([O:22][CH3:23])[C:19]([O:24][CH3:25])=[CH:18][C:17]=1[N+:26]([O-:28])=[O:27])[C:10]([O:12][CH2:13][CH3:14])=[O:11])#[N:8]. The catalyst class is: 1. (6) Reactant: [F:1][C:2]1[C:10]([F:11])=[CH:9][CH:8]=[C:7]([F:12])[C:3]=1[C:4](Cl)=[O:5].CO.O.[NH2:16][NH2:17]. Product: [F:1][C:2]1[C:10]([F:11])=[CH:9][CH:8]=[C:7]([F:12])[C:3]=1[C:4]([NH:16][NH2:17])=[O:5]. The catalyst class is: 429. (7) Reactant: [CH2:1]([O:8][CH2:9][C:10](Cl)=[O:11])[C:2]1[CH:7]=[CH:6][CH:5]=[CH:4][CH:3]=1.[Cl:13][C:14]1[CH:19]=[C:18]([C:20]2[N:24]=[C:23]([C:25]3[S:26][C:27]([CH2:31][N:32]([CH2:35][CH3:36])[CH2:33][CH3:34])=[C:28]([CH3:30])[CH:29]=3)[O:22][N:21]=2)[CH:17]=[C:16]([CH3:37])[C:15]=1[NH2:38]. Product: [CH2:1]([O:8][CH2:9][C:10]([NH:38][C:15]1[C:16]([CH3:37])=[CH:17][C:18]([C:20]2[N:24]=[C:23]([C:25]3[S:26][C:27]([CH2:31][N:32]([CH2:33][CH3:34])[CH2:35][CH3:36])=[C:28]([CH3:30])[CH:29]=3)[O:22][N:21]=2)=[CH:19][C:14]=1[Cl:13])=[O:11])[C:2]1[CH:7]=[CH:6][CH:5]=[CH:4][CH:3]=1. The catalyst class is: 343.